The task is: Predict the reaction yield, written as a fraction of the theoretical maximum amount of product (1.0 means a 100% yield; for example, 0.34 means a 34% yield).. This data is from Reaction yield outcomes from USPTO patents with 853,638 reactions. (1) The reactants are [CH3:1][O:2][C:3](/[CH:5]=[CH:6]/[C:7]([O:9][CH2:10][C:11]([OH:13])=O)=[O:8])=[O:4].C(Cl)(=O)C(Cl)=O.[CH2:20]([O:22][C:23](=[O:33])[CH2:24][NH:25][CH2:26][C:27]1[CH:32]=[CH:31][CH:30]=[CH:29][CH:28]=1)[CH3:21].C(N(C(C)C)CC)(C)C. The catalyst is ClCCl.CN(C1C=CN=CC=1)C.CN(C)C=O. The product is [C:7]([O:9][CH2:10][C:11](=[O:13])[N:25]([CH2:24][C:23]([O:22][CH2:20][CH3:21])=[O:33])[CH2:26][C:27]1[CH:32]=[CH:31][CH:30]=[CH:29][CH:28]=1)(=[O:8])/[CH:6]=[CH:5]/[C:3]([O:2][CH3:1])=[O:4]. The yield is 0.130. (2) The reactants are [Cl:1][C:2]1[CH:7]=[C:6]([Cl:8])[CH:5]=[CH:4][C:3]=1[S:9]([NH:12][CH2:13][C@H:14]1[O:18]C(C)(C)[O:16][C@@H:15]1[CH2:21][NH:22][C:23]([C@@H:25]([NH:30][C:31]([C:33]1[S:34][C:35]2[CH:41]=[CH:40][CH:39]=[CH:38][C:36]=2[CH:37]=1)=[O:32])[CH2:26][CH:27]([CH3:29])[CH3:28])=[O:24])(=[O:11])=[O:10].CC1C=CC(S(O)(=O)=O)=CC=1.O. The catalyst is CO. The product is [Cl:1][C:2]1[CH:7]=[C:6]([Cl:8])[CH:5]=[CH:4][C:3]=1[S:9]([NH:12][CH2:13][C@@H:14]([OH:18])[C@H:15]([OH:16])[CH2:21][NH:22][C:23]([C@@H:25]([NH:30][C:31]([C:33]1[S:34][C:35]2[CH:41]=[CH:40][CH:39]=[CH:38][C:36]=2[CH:37]=1)=[O:32])[CH2:26][CH:27]([CH3:29])[CH3:28])=[O:24])(=[O:10])=[O:11]. The yield is 0.600.